From a dataset of Forward reaction prediction with 1.9M reactions from USPTO patents (1976-2016). Predict the product of the given reaction. (1) Given the reactants [CH:1]1([C:7]2[C:15]3[C:10](=[CH:11][C:12]([C:16]([OH:18])=[O:17])=[CH:13][CH:14]=3)[N:9]([CH2:19][C:20]([N:22]3[CH2:27][CH2:26][O:25][CH2:24][CH2:23]3)=[O:21])[C:8]=2[C:28]2[CH:33]=[CH:32][C:31](C3C=CC(N(C)C)=CC=3)=[CH:30][CH:29]=2)[CH2:6][CH2:5][CH2:4][CH2:3][CH2:2]1.COC(C1C=C2C(C(C3CCCCC3)=C(C3C=CC(OS(C(F)(F)F)(=O)=O)=CC=3)N2CC(N2CCOCC2)=O)=CC=1)=O.[N+:85]([C:88]1[CH:89]=[C:90](B(O)O)[CH:91]=[CH:92][CH:93]=1)([O-:87])=[O:86], predict the reaction product. The product is: [CH:1]1([C:7]2[C:15]3[C:10](=[CH:11][C:12]([C:16]([OH:18])=[O:17])=[CH:13][CH:14]=3)[N:9]([CH2:19][C:20]([N:22]3[CH2:23][CH2:24][O:25][CH2:26][CH2:27]3)=[O:21])[C:8]=2[C:28]2[CH:33]=[CH:32][C:31]([C:90]3[CH:91]=[CH:92][CH:93]=[C:88]([N+:85]([O-:87])=[O:86])[CH:89]=3)=[CH:30][CH:29]=2)[CH2:6][CH2:5][CH2:4][CH2:3][CH2:2]1. (2) Given the reactants Br[C:2]1[C:11]2[C:6](=[CH:7][CH:8]=[C:9]([CH3:12])[CH:10]=2)[CH:5]=[CH:4][C:3]=1[CH3:13].C([Li])CCC.CN(C)[CH:21]=[O:22], predict the reaction product. The product is: [CH3:13][C:3]1[CH:4]=[CH:5][C:6]2[C:11](=[CH:10][C:9]([CH3:12])=[CH:8][CH:7]=2)[C:2]=1[CH:21]=[O:22].